Dataset: Catalyst prediction with 721,799 reactions and 888 catalyst types from USPTO. Task: Predict which catalyst facilitates the given reaction. (1) Reactant: [CH3:1][C:2](=[O:4])[CH3:3].Cl[CH2:6][C:7]([O:9][CH2:10][CH3:11])=[O:8].[O-]CC.[Na+]. Product: [CH3:1][C:2]1([CH3:3])[O:4][CH:6]1[C:7]([O:9][CH2:10][CH3:11])=[O:8]. The catalyst class is: 27. (2) The catalyst class is: 682. Reactant: [CH2:1]([CH:3]1[C:16]2[C:11](=[CH:12][CH:13]=[C:14]([F:17])[CH:15]=2)[C:10]2[CH:9]=[CH:8][CH:7]=[CH:6][C:5]=2[N:4]1[S:18]([C:21]1[CH:26]=[CH:25][C:24]([O:27]C)=[C:23]([CH3:29])[CH:22]=1)(=[O:20])=[O:19])[CH3:2].B(Cl)(Cl)Cl.ClCCl. Product: [CH2:1]([CH:3]1[C:16]2[C:11](=[CH:12][CH:13]=[C:14]([F:17])[CH:15]=2)[C:10]2[CH:9]=[CH:8][CH:7]=[CH:6][C:5]=2[N:4]1[S:18]([C:21]1[CH:26]=[CH:25][C:24]([OH:27])=[C:23]([CH3:29])[CH:22]=1)(=[O:20])=[O:19])[CH3:2]. (3) The catalyst class is: 2. Product: [C:1]([O:5][C:6](=[O:7])[NH:8][CH2:9][C:10]([NH2:19])=[O:12])([CH3:4])([CH3:3])[CH3:2]. Reactant: [C:1]([O:5][C:6]([NH:8][CH2:9][C:10]([OH:12])=O)=[O:7])([CH3:4])([CH3:3])[CH3:2].C1C=CC2N(O)N=[N:19]C=2C=1.CCN=C=NCCCN(C)C.Cl.[NH4+].[Cl-].CCN(C(C)C)C(C)C.